From a dataset of Forward reaction prediction with 1.9M reactions from USPTO patents (1976-2016). Predict the product of the given reaction. (1) Given the reactants [CH2:1]([NH:3][C:4]1[CH:9]=[C:8]([O:10][CH3:11])[N:7]=[CH:6][C:5]=1[NH:12][C:13](=O)[C@H:14]([NH:16]C(=O)OC(C)(C)C)[CH3:15])[CH3:2].Cl.O1CCOCC1.[OH-].[Na+], predict the reaction product. The product is: [CH2:1]([N:3]1[C:4]2[CH:9]=[C:8]([O:10][CH3:11])[N:7]=[CH:6][C:5]=2[N:12]=[C:13]1[C@H:14]([NH2:16])[CH3:15])[CH3:2]. (2) Given the reactants [O:1]1[CH2:6][CH2:5][CH:4]([C:7]2[C:8]([O:13][CH:14]3[CH2:17][CH:16]([C:18](O)=O)[CH2:15]3)=[N:9][CH:10]=[CH:11][CH:12]=2)[CH2:3][CH2:2]1.C(Cl)(=O)C(Cl)=O.[NH2:27][C:28]1[CH:33]=[CH:32][CH:31]=[CH:30][C:29]=1[SH:34].C([O-])(O)=O.[Na+], predict the reaction product. The product is: [O:1]1[CH2:2][CH2:3][CH:4]([C:7]2[C:8]([O:13][C@H:14]3[CH2:15][C@H:16]([C:18]4[S:34][C:29]5[CH:30]=[CH:31][CH:32]=[CH:33][C:28]=5[N:27]=4)[CH2:17]3)=[N:9][CH:10]=[CH:11][CH:12]=2)[CH2:5][CH2:6]1.[O:1]1[CH2:2][CH2:3][CH:4]([C:7]2[C:8]([O:13][C@@H:14]3[CH2:15][C@H:16]([C:18]4[S:34][C:29]5[CH:30]=[CH:31][CH:32]=[CH:33][C:28]=5[N:27]=4)[CH2:17]3)=[N:9][CH:10]=[CH:11][CH:12]=2)[CH2:5][CH2:6]1. (3) Given the reactants [OH:1][CH2:2][CH2:3][CH2:4][CH2:5][CH2:6][CH2:7][CH2:8][CH2:9][CH2:10][O:11][C:12]1[CH:20]=[CH:19][C:15]([C:16]([OH:18])=[O:17])=[CH:14][CH:13]=1.[C:21](O)(=[O:25])[C:22]([CH3:24])=[CH2:23].C1(C=CC(O)=CC=1)O.C1(C)C=CC(S(O)(=O)=O)=CC=1, predict the reaction product. The product is: [CH3:24][C:22](=[CH2:23])[C:21]([O:1][CH2:2][CH2:3][CH2:4][CH2:5][CH2:6][CH2:7][CH2:8][CH2:9][CH2:10][O:11][C:12]1[CH:20]=[CH:19][C:15]([C:16]([OH:18])=[O:17])=[CH:14][CH:13]=1)=[O:25]. (4) Given the reactants C([NH:9][C:10]([NH:12][C:13]1[C:18]([O:19][C:20]2[CH:25]=[CH:24][CH:23]=[CH:22][CH:21]=2)=[CH:17][C:16]([Br:26])=[CH:15][N:14]=1)=[S:11])(=O)C1C=CC=CC=1.C1COCC1.[OH-].[Na+], predict the reaction product. The product is: [Br:26][C:16]1[CH:17]=[C:18]([O:19][C:20]2[CH:21]=[CH:22][CH:23]=[CH:24][CH:25]=2)[C:13]([NH:12][C:10]([NH2:9])=[S:11])=[N:14][CH:15]=1. (5) Given the reactants [CH3:1][C:2]1[CH:22]=[CH:21][CH:20]=[C:19]([CH3:23])[C:3]=1[CH2:4][O:5][C:6]1[CH:7]=[C:8]([C:12](=O)[CH2:13][CH2:14][C:15]([OH:17])=[O:16])[CH:9]=[CH:10][CH:11]=1.NN.[OH-].[K+].Cl, predict the reaction product. The product is: [CH3:1][C:2]1[CH:22]=[CH:21][CH:20]=[C:19]([CH3:23])[C:3]=1[CH2:4][O:5][C:6]1[CH:7]=[C:8]([CH2:12][CH2:13][CH2:14][C:15]([OH:17])=[O:16])[CH:9]=[CH:10][CH:11]=1.